The task is: Predict the reaction yield, written as a fraction of the theoretical maximum amount of product (1.0 means a 100% yield; for example, 0.34 means a 34% yield).. This data is from Reaction yield outcomes from USPTO patents with 853,638 reactions. (1) The reactants are [CH3:1][O:2][C:3]1[CH:8]=[C:7]([CH3:9])[C:6]([S:10]([N:13]2[CH2:18][CH2:17][CH2:16][CH2:15][C@H:14]2[CH2:19][O:20][CH2:21][C:22]([O:24]C(C)(C)C)=[O:23])(=[O:12])=[O:11])=[C:5]([CH3:29])[CH:4]=1.FC(F)(F)C(O)=O. The catalyst is C(Cl)Cl. The product is [CH3:1][O:2][C:3]1[CH:8]=[C:7]([CH3:9])[C:6]([S:10]([N:13]2[CH2:18][CH2:17][CH2:16][CH2:15][C@H:14]2[CH2:19][O:20][CH2:21][C:22]([OH:24])=[O:23])(=[O:12])=[O:11])=[C:5]([CH3:29])[CH:4]=1. The yield is 1.00. (2) The reactants are [CH:1]1[CH2:5][CH:4]=[CH:3][CH:2]=1.[Cl:6][SiH:7]([Cl:9])[Cl:8]. The catalyst is [Cl-].C([P+](CCCC)(CCCC)CCCC)CCC. The product is [Cl:6][Si:7]([Cl:9])([Cl:8])[C:2]([CH2:3][CH:4]([Si:7]([Cl:9])([Cl:8])[Cl:6])[CH3:5])=[CH2:1]. The yield is 0.0900.